Dataset: Catalyst prediction with 721,799 reactions and 888 catalyst types from USPTO. Task: Predict which catalyst facilitates the given reaction. (1) Reactant: [Br:1][C:2]1[CH:8]=[CH:7][C:5]([NH2:6])=[CH:4][CH:3]=1.[C:9](Cl)(=[O:16])[C:10]1[CH:15]=[CH:14][CH:13]=[CH:12][CH:11]=1. Product: [Br:1][C:2]1[CH:8]=[CH:7][C:5]([NH:6][C:9](=[O:16])[C:10]2[CH:15]=[CH:14][CH:13]=[CH:12][CH:11]=2)=[CH:4][CH:3]=1. The catalyst class is: 2. (2) Reactant: C([N:8]1[CH2:13][CH2:12][CH:11]([N:14]([C:49]2[CH:54]=[CH:53][CH:52]=[CH:51][N:50]=2)[C:15]([C:17]2[CH:22]=[CH:21][C:20]([O:23][CH3:24])=[CH:19][C:18]=2[N:25]2[CH2:30][CH2:29][CH:28]([CH2:31][O:32][C:33]3[CH:38]=[C:37]([CH:39]([CH:46]4[CH2:48][CH2:47]4)[CH2:40][C:41]([O:43][CH2:44][CH3:45])=[O:42])[CH:36]=[CH:35][N:34]=3)[CH2:27][CH2:26]2)=[O:16])[CH2:10][CH2:9]1)C1C=CC=CC=1. Product: [CH:46]1([CH:39]([C:37]2[CH:36]=[CH:35][N:34]=[C:33]([O:32][CH2:31][CH:28]3[CH2:27][CH2:26][N:25]([C:18]4[CH:19]=[C:20]([O:23][CH3:24])[CH:21]=[CH:22][C:17]=4[C:15](=[O:16])[N:14]([CH:11]4[CH2:12][CH2:13][NH:8][CH2:9][CH2:10]4)[C:49]4[CH:54]=[CH:53][CH:52]=[CH:51][N:50]=4)[CH2:30][CH2:29]3)[CH:38]=2)[CH2:40][C:41]([O:43][CH2:44][CH3:45])=[O:42])[CH2:47][CH2:48]1. The catalyst class is: 178. (3) Reactant: [NH2:1][C:2]1[N:6]([C:7]([CH3:10])([CH3:9])[CH3:8])[N:5]=[C:4]([CH3:11])[C:3]=1[C:12]1[C:13]([F:20])=[C:14]([OH:19])[CH:15]=[C:16]([F:18])[CH:17]=1.[Cl:21][C:22]1[CH:23]=[C:24]([CH:27]=[CH:28][C:29]=1[O:30][CH2:31][C:32]1[CH:37]=[CH:36][CH:35]=[CH:34][CH:33]=1)[CH:25]=O.C(O)(=O)C. Product: [Cl:21][C:22]1[CH:23]=[C:24]([C:25]2[C:17]3[C:16]([F:18])=[CH:15][C:14]([OH:19])=[C:13]([F:20])[C:12]=3[C:3]3[C:4]([CH3:11])=[N:5][N:6]([C:7]([CH3:9])([CH3:10])[CH3:8])[C:2]=3[N:1]=2)[CH:27]=[CH:28][C:29]=1[O:30][CH2:31][C:32]1[CH:33]=[CH:34][CH:35]=[CH:36][CH:37]=1. The catalyst class is: 14.